Dataset: Forward reaction prediction with 1.9M reactions from USPTO patents (1976-2016). Task: Predict the product of the given reaction. (1) Given the reactants [OH:1][CH:2]([C:4]1[CH:9]=[CH:8][N:7]=[C:6]2[CH:10]=[C:11]([C:13]3[CH:18]=[CH:17][N:16]=[C:15]([NH:19][C:20](=[O:22])[CH3:21])[CH:14]=3)[NH:12][C:5]=12)[CH3:3].C1C(=O)N([I:30])C(=O)C1.C(O)(C(F)(F)F)=O.CCCCCCCCCCCCOS([O-])(=O)=O.[Na+], predict the reaction product. The product is: [OH:1][CH:2]([C:4]1[CH:9]=[CH:8][N:7]=[C:6]2[C:10]([I:30])=[C:11]([C:13]3[CH:18]=[CH:17][N:16]=[C:15]([NH:19][C:20](=[O:22])[CH3:21])[CH:14]=3)[NH:12][C:5]=12)[CH3:3]. (2) Given the reactants [H-].[Na+].[Cl:3][C:4]1[CH:9]=[C:8]([Cl:10])[CH:7]=[CH:6][C:5]=1[C:11](=[O:13])[CH3:12].[C:14](=O)([O:17]C)[O:15][CH3:16], predict the reaction product. The product is: [Cl:3][C:4]1[CH:9]=[C:8]([Cl:10])[CH:7]=[CH:6][C:5]=1[C:11](=[O:13])[CH2:12][C:14]([O:15][CH3:16])=[O:17].